This data is from Catalyst prediction with 721,799 reactions and 888 catalyst types from USPTO. The task is: Predict which catalyst facilitates the given reaction. (1) Reactant: FC(F)(F)S(O[C:7]1[C@@:11]2([CH3:29])[CH2:12][CH2:13][C@H:14]3[C@H:23]([C@@H:10]2[CH2:9][CH:8]=1)[CH2:22][CH:21]=[C:20]1[C@:15]3([CH3:28])[CH2:16][CH2:17][C:18](=[O:27])[N:19]1[CH:24]1[CH2:26][CH2:25]1)(=O)=O.C([Sn](CCCC)(CCCC)[C:37]1[CH:42]=[N:41][CH:40]=[CH:39][N:38]=1)CCC. Product: [CH:24]1([N:19]2[C:20]3[C@@:15]([CH3:28])([C@H:14]4[CH2:13][CH2:12][C@@:11]5([CH3:29])[C@@H:10]([CH2:9][CH:8]=[C:7]5[C:37]5[CH:42]=[N:41][CH:40]=[CH:39][N:38]=5)[C@@H:23]4[CH2:22][CH:21]=3)[CH2:16][CH2:17][C:18]2=[O:27])[CH2:26][CH2:25]1. The catalyst class is: 128. (2) Reactant: C([O:3][C:4]([C:6]1([C:9]2[CH:14]=[CH:13][C:12]([C:15]3[CH:20]=[CH:19][C:18]([C:21]4[S:22][C:23]([F:38])=[CH:24][C:25]=4[NH:26][C:27]([O:29][C@@H:30]([C:32]4[CH:37]=[CH:36][CH:35]=[CH:34][CH:33]=4)[CH3:31])=[O:28])=[CH:17][CH:16]=3)=[CH:11][CH:10]=2)[CH2:8][CH2:7]1)=[O:5])C.[OH-].[Na+].Cl. Product: [F:38][C:23]1[S:22][C:21]([C:18]2[CH:19]=[CH:20][C:15]([C:12]3[CH:11]=[CH:10][C:9]([C:6]4([C:4]([OH:5])=[O:3])[CH2:8][CH2:7]4)=[CH:14][CH:13]=3)=[CH:16][CH:17]=2)=[C:25]([NH:26][C:27]([O:29][C@@H:30]([C:32]2[CH:33]=[CH:34][CH:35]=[CH:36][CH:37]=2)[CH3:31])=[O:28])[CH:24]=1. The catalyst class is: 32. (3) Reactant: [Cl:1][C:2]1[CH:29]=[CH:28][C:5]([CH2:6][NH:7][C:8]([C:10]2[C:11](=[O:27])[C:12]3[C:13]4[N:14]([CH:26]=2)[CH2:15][C:16](=[O:25])[N:17]([CH3:24])[C:18]=4[CH:19]=[C:20]([CH2:22]Cl)[CH:21]=3)=[O:9])=[CH:4][CH:3]=1.CN(C=O)C.[CH3:35][NH:36][CH2:37][CH:38]([C:40]1[CH:45]=[CH:44][CH:43]=[C:42]([CH3:46])[N:41]=1)[OH:39]. Product: [Cl:1][C:2]1[CH:3]=[CH:4][C:5]([CH2:6][NH:7][C:8]([C:10]2[C:11](=[O:27])[C:12]3[C:13]4[N:14]([CH:26]=2)[CH2:15][C:16](=[O:25])[N:17]([CH3:24])[C:18]=4[CH:19]=[C:20]([CH2:22][N:36]([CH2:37][CH:38]([OH:39])[C:40]2[CH:45]=[CH:44][CH:43]=[C:42]([CH3:46])[N:41]=2)[CH3:35])[CH:21]=3)=[O:9])=[CH:28][CH:29]=1. The catalyst class is: 13. (4) Reactant: C([O:4][C@H:5]1[CH2:22][CH2:21][C@@:20]2([CH3:23])[C@@H:7]([CH2:8][CH2:9][C@:10]3([CH3:48])[C@@H:19]2[CH2:18][CH2:17][C@H:16]2[C@@:11]3([CH3:47])[CH2:12][CH2:13][C@@:14]3([C:31]([N:33]4[CH2:38][CH2:37][CH:36]([O:39][CH2:40][CH2:41][O:42][CH2:43][CH2:44][O:45][CH3:46])[CH2:35][CH2:34]4)=[O:32])[CH2:26][CH2:25][C@@H:24]([C:27]4([CH3:30])[CH2:29][CH2:28]4)[C@@H:15]32)[C:6]1([CH3:50])[CH3:49])(=O)C.CO. The catalyst class is: 134. Product: [OH:4][C@H:5]1[CH2:22][CH2:21][C@@:20]2([CH3:23])[C@@H:7]([CH2:8][CH2:9][C@:10]3([CH3:48])[C@@H:19]2[CH2:18][CH2:17][C@H:16]2[C@@:11]3([CH3:47])[CH2:12][CH2:13][C@@:14]3([C:31]([N:33]4[CH2:34][CH2:35][CH:36]([O:39][CH2:40][CH2:41][O:42][CH2:43][CH2:44][O:45][CH3:46])[CH2:37][CH2:38]4)=[O:32])[CH2:26][CH2:25][C@@H:24]([C:27]4([CH3:30])[CH2:29][CH2:28]4)[C@@H:15]32)[C:6]1([CH3:50])[CH3:49]. (5) Product: [N+:1]([C:4]1[CH:5]=[C:6]([CH2:10][C:11]([NH:13][C@H:14]([C:16]([NH:19][C@@H:20]([CH:29]([O:31][C:32]([CH3:33])([CH3:35])[CH3:34])[CH3:30])[C:21]([N:23]2[CH2:28][CH2:27][O:26][CH2:25][CH2:24]2)=[O:22])=[O:18])[CH3:15])=[O:12])[CH:7]=[CH:8][CH:9]=1)([O-:3])=[O:2]. Reactant: [N+:1]([C:4]1[CH:5]=[C:6]([CH2:10][C:11]([NH:13][C@H:14]([C:16]([OH:18])=O)[CH3:15])=[O:12])[CH:7]=[CH:8][CH:9]=1)([O-:3])=[O:2].[NH2:19][C@@H:20]([CH:29]([O:31][C:32]([CH3:35])([CH3:34])[CH3:33])[CH3:30])[C:21]([N:23]1[CH2:28][CH2:27][O:26][CH2:25][CH2:24]1)=[O:22].C(N[C@H](C(O)=O)[C@@H](C)OC(C)(C)C)(OC(C)(C)C)=O.N1CCOCC1. The catalyst class is: 147. (6) Reactant: C([C@@H]1COC(=O)N1[C:14](=[O:27])[C@@H:15]([C:17]1[CH:22]=[C:21]([O:23][CH3:24])[CH:20]=[C:19]([O:25][CH3:26])[CH:18]=1)[CH3:16])C1C=CC=CC=1.[OH-:28].[Li+].O.CCCCCC. Product: [CH3:24][O:23][C:21]1[CH:22]=[C:17]([C@@H:15]([CH3:16])[C:14]([OH:27])=[O:28])[CH:18]=[C:19]([O:25][CH3:26])[CH:20]=1. The catalyst class is: 1. (7) Reactant: [OH:1][C:2]1[CH:7]=[CH:6][C:5]([CH:8]2[CH2:13][CH2:12][C:11](=[O:14])[CH2:10][CH2:9]2)=[CH:4][CH:3]=1.[BH4-].[Na+].Cl. The catalyst class is: 5. Product: [OH:14][CH:11]1[CH2:10][CH2:9][CH:8]([C:5]2[CH:4]=[CH:3][C:2]([OH:1])=[CH:7][CH:6]=2)[CH2:13][CH2:12]1. (8) Reactant: I[C:2]1[CH:7]=[C:6]([N:8]([CH3:10])[CH3:9])[CH:5]=[CH:4][N:3]=1.[F:11][C:12]1[CH:17]=[C:16]([F:18])[CH:15]=[CH:14][C:13]=1B(O)O.C([O-])([O-])=O.[K+].[K+]. Product: [F:11][C:12]1[CH:17]=[C:16]([F:18])[CH:15]=[CH:14][C:13]=1[C:2]1[CH:7]=[C:6]([N:8]([CH3:10])[CH3:9])[CH:5]=[CH:4][N:3]=1. The catalyst class is: 398. (9) Product: [CH:6]([C:8]1[CH:13]=[CH:12][CH:11]=[CH:10][N:9]=1)([CH3:1])[CH3:7]. Reactant: [CH2:1]([Li])CCC.[CH2:6]([C:8]1[CH:13]=[CH:12][CH:11]=[CH:10][N:9]=1)[CH3:7].CI. The catalyst class is: 7. (10) Reactant: [CH3:1][C:2]1[N:10]([CH:11]([C:13](=[O:15])[CH3:14])[CH3:12])[C:5]2=[N:6][CH:7]=[CH:8][CH:9]=[C:4]2[C:3]=1[C:16]([O:18][C:19]([CH3:22])([CH3:21])[CH3:20])=[O:17].[CH3:23][Mg+].[Br-].O. Product: [OH:15][C:13]([CH3:23])([CH3:14])[CH:11]([N:10]1[C:5]2=[N:6][CH:7]=[CH:8][CH:9]=[C:4]2[C:3]([C:16]([O:18][C:19]([CH3:21])([CH3:20])[CH3:22])=[O:17])=[C:2]1[CH3:1])[CH3:12]. The catalyst class is: 1.